From a dataset of Forward reaction prediction with 1.9M reactions from USPTO patents (1976-2016). Predict the product of the given reaction. Given the reactants [CH3:1][N:2]1[CH2:7][CH2:6][N:5]([C:8]([C:10]2[NH:14][C:13]3[CH:15]=[CH:16][CH:17]=[C:18]([N+:19]([O-])=O)[C:12]=3[N:11]=2)=[O:9])[CH2:4][CH2:3]1.[H][H], predict the reaction product. The product is: [NH2:19][C:18]1[C:12]2[N:11]=[C:10]([C:8]([N:5]3[CH2:4][CH2:3][N:2]([CH3:1])[CH2:7][CH2:6]3)=[O:9])[NH:14][C:13]=2[CH:15]=[CH:16][CH:17]=1.